Dataset: Reaction yield outcomes from USPTO patents with 853,638 reactions. Task: Predict the reaction yield, written as a fraction of the theoretical maximum amount of product (1.0 means a 100% yield; for example, 0.34 means a 34% yield). (1) The reactants are [F:1][C:2]1[CH:24]=[CH:23][C:5]([O:6][C:7]2[CH:8]=[C:9]3[C:13](=[CH:14][C:15]=2[C:16]([NH2:18])=[O:17])[N:12]([CH2:19][CH:20]([CH3:22])[CH3:21])[N:11]=[CH:10]3)=[CH:4][CH:3]=1.[C:25](N1C=CN=C1)([N:27]1[CH:31]=[CH:30]N=[CH:28]1)=O. The catalyst is C1COCC1. The product is [CH3:25][N:27]([CH3:28])[CH2:31][CH2:30][NH:18][C:16]([C:15]1[CH:14]=[C:13]2[C:9]([CH:10]=[N:11][N:12]2[CH2:19][CH:20]([CH3:22])[CH3:21])=[CH:8][C:7]=1[O:6][C:5]1[CH:23]=[CH:24][C:2]([F:1])=[CH:3][CH:4]=1)=[O:17]. The yield is 0.580. (2) The reactants are [C:1]1([N:7]([C:14]2[CH:19]=[CH:18][CH:17]=[CH:16][CH:15]=2)[C:8]2[CH:13]=[CH:12][CH:11]=[CH:10][CH:9]=2)[CH:6]=[CH:5][CH:4]=[CH:3][CH:2]=1.P(Cl)(Cl)(Cl)=O.[OH-].[Na+].CN([CH:30]=[O:31])C. No catalyst specified. The product is [C:14]1([N:7]([C:1]2[CH:2]=[CH:3][CH:4]=[CH:5][CH:6]=2)[C:8]2[CH:13]=[CH:12][C:11]([CH:30]=[O:31])=[CH:10][CH:9]=2)[CH:15]=[CH:16][CH:17]=[CH:18][CH:19]=1. The yield is 0.840. (3) The reactants are [Cl:1][C:2]1[N:7]=[C:6]([Cl:8])[N:5]=[C:4]2[NH:9][N:10]=[CH:11][C:3]=12.C1C=CC(P(C2C=CC=CC=2)C2C=CC=CC=2)=CC=1.[CH2:31](O)[CH2:32][CH2:33][OH:34]. The catalyst is C1COCC1.O. The product is [Cl:1][C:2]1[N:7]=[C:6]([Cl:8])[N:5]=[C:4]2[N:9]([CH2:31][CH2:32][CH2:33][OH:34])[N:10]=[CH:11][C:3]=12. The yield is 0.420. (4) The reactants are [O:1]([C:8]1[CH:16]=[CH:15][C:14]([I:17])=[C:13]2[C:9]=1[CH:10](O)[N:11](C(C)(C1C=CC=CC=1)C)[C:12]2=[O:18])[C:2]1[CH:7]=[CH:6][CH:5]=[CH:4][CH:3]=1.FC(F)(F)C(O)=O.C([SiH](CC)CC)C. The catalyst is [N+](C)([O-])=O. The product is [O:1]([C:8]1[CH:16]=[CH:15][C:14]([I:17])=[C:13]2[C:9]=1[CH2:10][NH:11][C:12]2=[O:18])[C:2]1[CH:3]=[CH:4][CH:5]=[CH:6][CH:7]=1. The yield is 0.730. (5) The reactants are [Br:1][C:2]1[CH:7]=[CH:6][C:5]([NH:8][C:9]2[C:23]([CH:24]3O[CH:27]=[N:26][CH:25]3S(C3C=CC(C)=CC=3)(=O)=O)=[CH:22][C:12]3[N:13](CCS(C)(=O)=O)[CH:14]=[N:15][C:11]=3[C:10]=2[F:39])=[C:4]([Cl:40])[CH:3]=1.[NH3:41]. The catalyst is CO. The product is [Br:1][C:2]1[CH:7]=[CH:6][C:5]([NH:8][C:9]2[C:23]([C:24]3[NH:41][CH:27]=[N:26][CH:25]=3)=[CH:22][C:12]3[NH:13][CH:14]=[N:15][C:11]=3[C:10]=2[F:39])=[C:4]([Cl:40])[CH:3]=1. The yield is 0.0700. (6) The product is [F:14][C:11]1[CH:12]=[CH:13][C:8]([CH2:7][C:4]2[S:3][C:2]([B:20]([OH:25])[OH:21])=[CH:6][CH:5]=2)=[CH:9][CH:10]=1. The reactants are Br[C:2]1[S:3][C:4]([CH2:7][C:8]2[CH:13]=[CH:12][C:11]([F:14])=[CH:10][CH:9]=2)=[CH:5][CH:6]=1.[Li]CCCC.[B:20](OC(C)C)([O:25]C(C)C)[O:21]C(C)C.Cl. The catalyst is C1COCC1. The yield is 0.574. (7) The reactants are [CH3:1][O:2][C:3](=[O:15])[C:4](O)=[CH:5][C:6](=O)[C:7]1[CH:8]=[N:9][CH:10]=[CH:11][CH:12]=1.Cl.[Cl:17][C:18]1[CH:19]=[C:20]([NH:25][NH2:26])[CH:21]=[CH:22][C:23]=1[Cl:24]. The catalyst is CCO. The product is [ClH:17].[CH3:1][O:2][C:3]([C:4]1[CH:5]=[C:6]([C:7]2[CH:8]=[N:9][CH:10]=[CH:11][CH:12]=2)[N:25]([C:20]2[CH:21]=[CH:22][C:23]([Cl:24])=[C:18]([Cl:17])[CH:19]=2)[N:26]=1)=[O:15]. The yield is 0.700. (8) The reactants are C[O:2][C:3]([C@H:5]1[CH2:9][C@@H:8]([NH:10][C:11]([O:13][C:14]([CH3:17])([CH3:16])[CH3:15])=[O:12])[C@@H:7]([OH:18])[CH2:6]1)=[O:4].N1C=CN=C1.[CH3:24][C:25]([Si:28](Cl)([CH3:30])[CH3:29])([CH3:27])[CH3:26].Cl. The catalyst is C(Cl)Cl.CN(C1C=CN=CC=1)C.C(O)(C)C.[OH-].[Na+].C(Cl)(Cl)Cl. The product is [C:11]([NH:10][C@@H:8]1[CH2:9][C@H:5]([C:3]([OH:2])=[O:4])[CH2:6][C@@H:7]1[O:18][Si:28]([C:25]([CH3:27])([CH3:26])[CH3:24])([CH3:30])[CH3:29])([O:13][C:14]([CH3:17])([CH3:16])[CH3:15])=[O:12]. The yield is 0.871. (9) The reactants are [CH2:1]1[N:6]([CH2:7][CH2:8][OH:9])[CH2:5][CH2:4][N:3]([CH2:10][CH2:11][S:12]([OH:15])(=[O:14])=[O:13])[CH2:2]1. The catalyst is C(O)C. The product is [CH2:8]([OH:9])[CH3:7].[CH2:5]1[N:6]([CH2:7][CH2:8][OH:9])[CH2:1][CH2:2][N:3]([CH2:10][CH2:11][S:12]([OH:15])(=[O:14])=[O:13])[CH2:4]1. The yield is 0.500. (10) The reactants are Cl[C:2]1[CH:7]=[C:6]([Cl:8])[N:5]=[CH:4][C:3]=1[NH2:9].[CH:10]([N:13]=[C:14]=[S:15])([CH3:12])[CH3:11].[H-].[Na+]. The catalyst is CN(C=O)C. The product is [Cl:8][C:6]1[N:5]=[CH:4][C:3]2[N:9]=[C:14]([NH:13][CH:10]([CH3:12])[CH3:11])[S:15][C:2]=2[CH:7]=1. The yield is 0.610.